From a dataset of Forward reaction prediction with 1.9M reactions from USPTO patents (1976-2016). Predict the product of the given reaction. Given the reactants [CH3:1][Si:2]([C:5]#[CH:6])([CH3:4])[CH3:3].[C:7]1([S:13]([NH:16][C:17]2[C:22](I)=[CH:21][C:20]([S:24][CH3:25])=[CH:19][N:18]=2)(=[O:15])=[O:14])[CH:12]=[CH:11][CH:10]=[CH:9][CH:8]=1.C(N(CC)CC)C.O1CCOCC1, predict the reaction product. The product is: [C:7]1([S:13]([N:16]2[C:17]3=[N:18][CH:19]=[C:20]([S:24][CH3:25])[CH:21]=[C:22]3[CH:6]=[C:5]2[Si:2]([CH3:4])([CH3:3])[CH3:1])(=[O:14])=[O:15])[CH:8]=[CH:9][CH:10]=[CH:11][CH:12]=1.